This data is from Peptide-MHC class I binding affinity with 185,985 pairs from IEDB/IMGT. The task is: Regression. Given a peptide amino acid sequence and an MHC pseudo amino acid sequence, predict their binding affinity value. This is MHC class I binding data. (1) The peptide sequence is YEQYECLTD. The MHC is HLA-B27:03 with pseudo-sequence HLA-B27:03. The binding affinity (normalized) is 0.0847. (2) The MHC is H-2-Kb with pseudo-sequence H-2-Kb. The binding affinity (normalized) is 0.112. The peptide sequence is AAKLNRPPL. (3) The peptide sequence is YSTVRDLFL. The MHC is HLA-A02:01 with pseudo-sequence HLA-A02:01. The binding affinity (normalized) is 0.0847. (4) The peptide sequence is RAENRTYIY. The MHC is HLA-B51:01 with pseudo-sequence HLA-B51:01. The binding affinity (normalized) is 0.131. (5) The peptide sequence is FAEGVVAFL. The MHC is HLA-B58:01 with pseudo-sequence HLA-B58:01. The binding affinity (normalized) is 0.0847. (6) The peptide sequence is FHKKRVEPL. The MHC is HLA-A02:01 with pseudo-sequence HLA-A02:01. The binding affinity (normalized) is 0.0847. (7) The peptide sequence is WIKNLETYT. The MHC is HLA-A30:01 with pseudo-sequence HLA-A30:01. The binding affinity (normalized) is 0. (8) The peptide sequence is IPRRIRQGL. The MHC is HLA-B42:01 with pseudo-sequence HLA-B42:01. The binding affinity (normalized) is 0.872.